This data is from Reaction yield outcomes from USPTO patents with 853,638 reactions. The task is: Predict the reaction yield, written as a fraction of the theoretical maximum amount of product (1.0 means a 100% yield; for example, 0.34 means a 34% yield). (1) The product is [Br:1][C:2]1[C:3]2[C:4]3[C:9](=[CH:8][C:7]([C:29]([OH:28])([CH3:30])[CH3:24])=[CH:6][CH:5]=3)[NH:10][C:11]=2[C:12]([C:16]([NH2:17])=[O:18])=[CH:13][C:14]=1[F:15]. The reactants are [Br:1][C:2]1[C:14]([F:15])=[CH:13][C:12]([C:16](=[O:18])[NH2:17])=[C:11]2[C:3]=1[C:4]1[CH:5]=[CH:6][C:7](C(OCC)=O)=[CH:8][C:9]=1[NH:10]2.[CH3:24][Li].CC[O:28][CH2:29][CH3:30].[NH4+].[Cl-]. The yield is 0.500. The catalyst is C1COCC1.CCOC(C)=O. (2) The reactants are [C:1]1([S:7]([N:10]2[C:14]3=[N:15][CH:16]=[C:17]([CH:19]4[CH2:23][O:22][C:21]([CH3:25])([CH3:24])[O:20]4)[CH:18]=[C:13]3[CH:12]=[C:11]2[C:26](OS(C2C=CC(C)=CC=2)(=O)=O)=[CH:27][CH:28]2[CH2:32][CH2:31][CH2:30][CH2:29]2)(=[O:9])=[O:8])[CH:6]=[CH:5][CH:4]=[CH:3][CH:2]=1.[CH3:44][S:45]([C:48]1[CH:53]=[CH:52][C:51](B(O)O)=[CH:50][CH:49]=1)(=[O:47])=[O:46].C(=O)([O-])[O-].[Na+].[Na+]. The catalyst is O1CCOCC1.Cl[Pd](Cl)([P](C1C=CC=CC=1)(C1C=CC=CC=1)C1C=CC=CC=1)[P](C1C=CC=CC=1)(C1C=CC=CC=1)C1C=CC=CC=1. The product is [C:1]1([S:7]([N:10]2[C:14]3=[N:15][CH:16]=[C:17]([CH:19]4[CH2:23][O:22][C:21]([CH3:25])([CH3:24])[O:20]4)[CH:18]=[C:13]3[CH:12]=[C:11]2[C:26]([C:51]2[CH:52]=[CH:53][C:48]([S:45]([CH3:44])(=[O:47])=[O:46])=[CH:49][CH:50]=2)=[CH:27][CH:28]2[CH2:32][CH2:31][CH2:30][CH2:29]2)(=[O:9])=[O:8])[CH:6]=[CH:5][CH:4]=[CH:3][CH:2]=1. The yield is 0.850. (3) The reactants are [CH2:1]([C:5]1[N:10]=[C:9]([CH2:11][CH2:12][C:13]2[CH:18]=[CH:17][C:16]([CH2:19][CH3:20])=[CH:15][N:14]=2)[NH:8][C:7](=[O:21])[C:6]=1[CH2:22][C:23]1[CH:28]=[C:27]([CH2:29][CH2:30][CH3:31])[C:26]([O:32][Si](C(C)(C)C)(C)C)=[C:25]([CH2:40][CH2:41][CH3:42])[CH:24]=1)[CH2:2][CH2:3][CH3:4].[F-].C([N+](CCCC)(CCCC)CCCC)CCC.O. The catalyst is O1CCCC1. The product is [CH2:1]([C:5]1[N:10]=[C:9]([CH2:11][CH2:12][C:13]2[CH:18]=[CH:17][C:16]([CH2:19][CH3:20])=[CH:15][N:14]=2)[NH:8][C:7](=[O:21])[C:6]=1[CH2:22][C:23]1[CH:24]=[C:25]([CH2:40][CH2:41][CH3:42])[C:26]([OH:32])=[C:27]([CH2:29][CH2:30][CH3:31])[CH:28]=1)[CH2:2][CH2:3][CH3:4]. The yield is 0.999. (4) The reactants are [F:1][C:2]([F:7])([F:6])[C:3]([OH:5])=[O:4].[Cl:8][C:9]1[CH:10]=[N:11][C:12]2[NH:13][C:14]3[CH:15]=[CH:16][CH:17]=[C:18]([CH:32]=3)[CH2:19][CH2:20][C:21]3[CH:29]=[C:25]([NH:26][C:27]=1[N:28]=2)[CH:24]=[CH:23][C:22]=3[CH2:30]O.[NH2:33][C@@H:34]1[CH2:38][CH2:37][N:36]([C:39]([O:41][C:42]([CH3:45])([CH3:44])[CH3:43])=[O:40])[CH2:35]1. No catalyst specified. The product is [F:1][C:2]([F:7])([F:6])[C:3]([OH:5])=[O:4].[F:1][C:2]([F:7])([F:6])[C:3]([OH:5])=[O:4].[Cl:8][C:9]1[CH:10]=[N:11][C:12]2[NH:13][C:14]3[CH:15]=[CH:16][CH:17]=[C:18]([CH:32]=3)[CH2:19][CH2:20][C:21]3[CH:29]=[C:25]([NH:26][C:27]=1[N:28]=2)[CH:24]=[CH:23][C:22]=3[CH2:30][NH:33][C@@H:34]1[CH2:38][CH2:37][N:36]([C:39]([O:41][C:42]([CH3:45])([CH3:44])[CH3:43])=[O:40])[CH2:35]1. The yield is 0.520. (5) The reactants are [CH3:1][O:2][C:3]1[N:8]=[C:7]2[CH:9]=[CH:10][N:11]([Si](C(C)C)(C(C)C)C(C)C)[C:6]2=[CH:5][C:4]=1[B:22]([OH:25])[O:23]C.Cl. The catalyst is C1COCC1. The product is [CH3:1][O:2][C:3]1[N:8]=[C:7]2[CH:9]=[CH:10][NH:11][C:6]2=[CH:5][C:4]=1[B:22]([OH:25])[OH:23]. The yield is 0.980. (6) The reactants are [NH2:1][C:2]1[O:6][N:5]=[C:4]([CH3:7])[C:3]=1[Br:8].[N+:9]([C:12]1[CH:17]=[CH:16][C:15]([S:18](Cl)(=[O:20])=[O:19])=[CH:14][CH:13]=1)([O-:11])=[O:10]. No catalyst specified. The product is [N+:9]([C:12]1[CH:13]=[CH:14][C:15]([S:18]([NH:1][C:2]2[O:6][N:5]=[C:4]([CH3:7])[C:3]=2[Br:8])(=[O:20])=[O:19])=[CH:16][CH:17]=1)([O-:11])=[O:10]. The yield is 0.340. (7) The reactants are Br[C:2]1[CH:7]=[CH:6][C:5]([C:8]2[CH:13]=[CH:12][CH:11]=[CH:10][CH:9]=2)=[CH:4][CH:3]=1.[C:14]1([SH:20])[CH:19]=[CH:18][CH:17]=[CH:16][CH:15]=1.CC(C)([O-])C.[Na+].C(O)CCC. The catalyst is ClCCl.C(=O)([O-])O.[Na+].CCCCCC.C1C=CC([P]([Pd]([P](C2C=CC=CC=2)(C2C=CC=CC=2)C2C=CC=CC=2)([P](C2C=CC=CC=2)(C2C=CC=CC=2)C2C=CC=CC=2)[P](C2C=CC=CC=2)(C2C=CC=CC=2)C2C=CC=CC=2)(C2C=CC=CC=2)C2C=CC=CC=2)=CC=1. The product is [C:14]1([S:20][C:2]2[CH:7]=[CH:6][C:5]([C:8]3[CH:13]=[CH:12][CH:11]=[CH:10][CH:9]=3)=[CH:4][CH:3]=2)[CH:19]=[CH:18][CH:17]=[CH:16][CH:15]=1. The yield is 0.840. (8) The reactants are [CH3:1][C:2]1([O:15][CH2:16][CH2:17][CH2:18][CH2:19][C:20](=[O:22])[CH3:21])[CH2:7][CH2:6][N:5]([C:8]([O:10][C:11]([CH3:14])([CH3:13])[CH3:12])=[O:9])[CH2:4][CH2:3]1.CB1N2CCC[C@H]2C(C2C=CC=CC=2)(C2C=CC=CC=2)O1. The catalyst is C1(C)C=CC=CC=1.CCOC(C)=O.C([O-])([O-])=O.[Na+].[Na+]. The product is [OH:22][C@H:20]([CH3:21])[CH2:19][CH2:18][CH2:17][CH2:16][O:15][C:2]1([CH3:1])[CH2:7][CH2:6][N:5]([C:8]([O:10][C:11]([CH3:14])([CH3:13])[CH3:12])=[O:9])[CH2:4][CH2:3]1. The yield is 0.790.